Dataset: Experimentally validated miRNA-target interactions with 360,000+ pairs, plus equal number of negative samples. Task: Binary Classification. Given a miRNA mature sequence and a target amino acid sequence, predict their likelihood of interaction. (1) The miRNA is mmu-miR-1947-5p with sequence AGGACGAGCUAGCUGAGUGCUG. The protein sequence of the target gene is MCSSVAAKLWFLTDRRIREDYPQKEILRALKAKCCEEELDFRAVVMDEVVLTIEQGNLGLRINGELITAYPQVVVVRVPTPWVQSDSDITVLRHLEKMGCRLMNRPQAILNCVNKFWTFQELAGHGVPLPDTFSYGGHENFAKMIDEAEVLEFPMVVKNTRGHRGKAVFLARDKHHLADLSHLIRHEAPYLFQKYVKESHGRDVRVIVVGGRVVGTMLRCSTDGRMQSNCSLGGVGMMCSLSEQGKQLAIQVSNILGMDVCGIDLLMKDDGSFCVCEANANVGFIAFDKACNLDVAGIIA.... Result: 0 (no interaction). (2) The miRNA is hsa-miR-4436a with sequence GCAGGACAGGCAGAAGUGGAU. The protein sequence of the target gene is MALSAQQIPRWFNSVKLRSLINAAQLTKRFTRPARTLLHGFSAQPQISSDNCFLQWGFKTYRTSSLWNSSQSTSSSSQENNSAQSSLLPSMNEQSQKTQNISSFDSELFLEELDELPPLSPMQPISEEEAIQIIADPPLPPASFTLRDYVDHSETLQKLVLLGVDLSKIEKHPEAANLLLRLDFEKDIKQMLLFLKDVGIEDNQLGAFLTKNHAIFSEDLENLKTRVAYLHSKNFSKADVAQMVRKAPFLLNFSVERLDNRLGFFQKELELSVKKTRDLVVRLPRLLTGSLEPVKENMKV.... Result: 0 (no interaction). (3) The miRNA is mmu-miR-26a-5p with sequence UUCAAGUAAUCCAGGAUAGGCU. The protein sequence of the target gene is MGLGPRSAHKARRQFSGAGRRGRAARGSGRPPPGRDGYPRLPAAARAEQAPEALPHLSPEALGYFRRALSALKVAPDAAEERELMARNILKEVEAQALALATNRTGSEMLQELLGFSPLKPLCRVWAALRPNLRFVACHRCGVHVLQSALLQLPRLLRRPAEAEEEEEEEEEGGPSQTLEELVLGLAAEVCDDFLFFCGDTHGSFVVRTLLQVLGGTLLESERGKPRGSQSSETQRTSARECKPTDFEVPKTFLNRLQDLSACFLKDIAVFITDKISSFCLQVALQVLHQKLPQHCAHLC.... Result: 0 (no interaction). (4) The miRNA is dme-miR-315-5p with sequence UUUUGAUUGUUGCUCAGAAAGC. The protein sequence of the target gene is MWWFQQGLSFLPSALVIWTFATFIFSYITAITLHHVDPALPYISDTGTIPPERCLFGVMLNIAAVLGIATMYVRYKQVHALNPEENLIIKLNKAGLVLGILSCLGLSLVANFQKSTLFIVHVCGAVLAFSMGSFYMFVQTILSYQMQPKIHSKQVFWVRLLLVIWCGVSALSMMTCSSILYSSDFGPDVVQKLHWNPEDKGYVLHLVTTAAEWSMSFSFFGFFLTYIRDFQKITLRVEANLHGLTLYDTVPCPVNNERTPLLSRDFQ. Result: 0 (no interaction). (5) The miRNA is hsa-miR-5087 with sequence GGGUUUGUAGCUUUGCUGGCAUG. The protein sequence of the target gene is MGLGARGRRRRRRLMALPPPPPPMRALPLLLLLAGLGAAAPPCLDGSPCANGGRCTHQQPSLEAACLCLPGWVGERCQLEDPCHSGPCAGRGVCQSSVVAGTARFSCRCLRGFQGPDCSQPDPCVSRPCVHGAPCSVGPDGRFACACPPGYQGQSCQSDIDECRSGTTCRHGGTCLNTPGSFRCQCPLGYTGLLCENPVVPCAPSPCRNGGTCRQSSDVTYDCACLPGFEGQNCEVNVDDCPGHRCLNGGTCVDGVNTYNCQCPPEWTGQFCTEDVDECQLQPNACHNGGTCFNLLGGHS.... Result: 0 (no interaction). (6) The miRNA is mmu-miR-883b-3p with sequence UAACUGCAACAUCUCUCAGUAU. The protein sequence of the target gene is MWWRVLSLLAWFPLQEASLTNHTETITVEEGQTLTLKCVTSLRKNSSLQWLTPSGFTIFLNEYPALKNSKYQLLHHSANQLSITVPNVTLQDEGVYKCLHYSDSVSTKEVKVIVLATPFKPILEASVIRKQNGEEHVVLMCSTMRSKPPPQITWLLGNSMEVSGGTLHEFETDGKKCNTTSTLIIHTYGKNSTVDCIIRHRGLQGRKLVAPFRFEDLVTDEETASDALERNSLSSQDPQQPTSTVSVTEDSSTSEIDKEEKEQTTQDPDLTTEANPQYLGLARKKSGILLLTLVSFLIFI.... Result: 0 (no interaction). (7) The miRNA is ath-miR396b-5p with sequence UUCCACAGCUUUCUUGAACUU. The protein sequence of the target gene is MEEPQRARSHTVTTTASSFAENFSTSSSSFAYDREFLRTLPGFLIVAEIVLGLLVWTLIAGTEYFRVPAFGWVMFVAVFYWVLTVFFLIIYITMTYTRIPQVPWTTVGLCFNGSAFVLYLSAAVVDASSVSPERDSHNFNSWAASSFFAFLVTICYAGNTYFSFIAWRSRTIQ. Result: 0 (no interaction). (8) The miRNA is hsa-miR-6888-5p with sequence AAGGAGAUGCUCAGGCAGAU. The protein sequence of the target gene is MWLRSHRQLCLAFLLVCVLSVIFFLHIHQDSFPHGLGLSILCPDRRLVTPPVAIFCLPGTAMGPNASSSCPQHPASLSGTWTVYPNGRFGNQMGQYATLLALAQLNGRRAFILPAMHAALAPVFRITLPVLAPEVDSRTPWRELQLHDWMSEEYADLRDPFLKLSGFPCSWTFFHHLREQIRREFTLHDHLREEAQSVLGQLRLGRTGDRPRTFVGVHVRRGDYLQVMPQRWKGVVGDSAYLRQAMDWFRARHEAPVFVVTSNGMEWCKENIDTSQGDVTFAGDGQEATPWKDFALLTQC.... Result: 1 (interaction).